From a dataset of Caco-2 cell permeability data measuring drug intestinal absorption for ~900 compounds. Regression/Classification. Given a drug SMILES string, predict its absorption, distribution, metabolism, or excretion properties. Task type varies by dataset: regression for continuous measurements (e.g., permeability, clearance, half-life) or binary classification for categorical outcomes (e.g., BBB penetration, CYP inhibition). For this dataset (caco2_wang), we predict Y. The compound is COc1ccc2c(O[C@@H]3C[C@H]4C(=O)N[C@]5(C(=O)NS(=O)(=O)C6CC6)C[C@H]5/C=C\CCCCN(C)C(=O)[C@@H]4C3)cc(-c3cccc(C(C)C)n3)nc2c1C. The Y is -4.92 log Papp (cm/s).